Dataset: Full USPTO retrosynthesis dataset with 1.9M reactions from patents (1976-2016). Task: Predict the reactants needed to synthesize the given product. (1) Given the product [Cl:10][C:11]1[CH:16]=[CH:15][C:14]([C:2]2[C:7]([CH:8]=[O:9])=[CH:6][N:5]=[CH:4][CH:3]=2)=[C:13]([F:20])[CH:12]=1, predict the reactants needed to synthesize it. The reactants are: Br[C:2]1[C:7]([CH:8]=[O:9])=[CH:6][N:5]=[CH:4][CH:3]=1.[Cl:10][C:11]1[CH:16]=[CH:15][C:14](B(O)O)=[C:13]([F:20])[CH:12]=1.C(=O)([O-])[O-].[Cs+].[Cs+].C1COCC1. (2) Given the product [OH:19][C@H:3]([CH2:4][NH:5][C:6]1[CH:11]=[CH:10][C:9]([N:12]2[CH2:17][CH2:16][O:15][CH2:14][C:13]2=[O:18])=[CH:8][CH:7]=1)[CH2:2][N:24]1[C:20](=[O:30])[C:21]2[C:22](=[CH:26][CH:27]=[CH:28][CH:29]=2)[C:23]1=[O:25], predict the reactants needed to synthesize it. The reactants are: Cl[CH2:2][CH:3]([OH:19])[CH2:4][NH:5][C:6]1[CH:11]=[CH:10][C:9]([N:12]2[CH2:17][CH2:16][O:15][CH2:14][C:13]2=[O:18])=[CH:8][CH:7]=1.[C:20]1(=[O:30])[NH:24][C:23](=[O:25])[C:22]2=[CH:26][CH:27]=[CH:28][CH:29]=[C:21]12.[K]. (3) Given the product [CH2:11]([O:18][CH2:19][CH:20]([O:9][C:8]([C:5]1[CH:4]=[N:3][C:2]([Cl:1])=[CH:7][N:6]=1)=[O:10])[CH2:21][O:22][CH2:23][C:24]1[CH:25]=[CH:26][CH:27]=[CH:28][CH:29]=1)[C:12]1[CH:13]=[CH:14][CH:15]=[CH:16][CH:17]=1, predict the reactants needed to synthesize it. The reactants are: [Cl:1][C:2]1[N:3]=[CH:4][C:5]([C:8]([OH:10])=[O:9])=[N:6][CH:7]=1.[CH2:11]([O:18][CH2:19][CH:20](O)[CH2:21][O:22][CH2:23][C:24]1[CH:29]=[CH:28][CH:27]=[CH:26][CH:25]=1)[C:12]1[CH:17]=[CH:16][CH:15]=[CH:14][CH:13]=1.O=C1N(P(Cl)(N2CCOC2=O)=O)CCO1.C(N(CC)CC)C.